This data is from Forward reaction prediction with 1.9M reactions from USPTO patents (1976-2016). The task is: Predict the product of the given reaction. (1) Given the reactants I[C:2]1[O:10][C:9]2[CH:8]=[CH:7][N:6]=[C:5]([NH2:11])[C:4]=2[CH:3]=1.C1(P(C2C=CC=CC=2)C2C=CC=CC=2)C=CC=CC=1.[NH2:31][C:32]1C2C(=CC=C(C#N)C=2)C=CN=1, predict the reaction product. The product is: [NH2:11][C:5]1[C:4]2[CH:3]=[C:2]([C:32]#[N:31])[O:10][C:9]=2[CH:8]=[CH:7][N:6]=1. (2) Given the reactants [C:1]([N:4]1[C:13]2[C:8](=[CH:9][C:10]([C:14]([O:16][CH2:17][CH3:18])=[O:15])=[CH:11][CH:12]=2)[C@@H:7]([OH:19])[CH2:6][C@@H:5]1[CH3:20])(=[O:3])[CH3:2].[N+:21]([C:24]1[CH:29]=[CH:28][C:27](O)=[CH:26][CH:25]=1)([O-:23])=[O:22], predict the reaction product. The product is: [C:1]([N:4]1[C:13]2[C:8](=[CH:9][C:10]([C:14]([O:16][CH2:17][CH3:18])=[O:15])=[CH:11][CH:12]=2)[C@H:7]([O:19][C:27]2[CH:28]=[CH:29][C:24]([N+:21]([O-:23])=[O:22])=[CH:25][CH:26]=2)[CH2:6][C@@H:5]1[CH3:20])(=[O:3])[CH3:2].